From a dataset of Experimentally validated miRNA-target interactions with 360,000+ pairs, plus equal number of negative samples. Binary Classification. Given a miRNA mature sequence and a target amino acid sequence, predict their likelihood of interaction. (1) The miRNA is hsa-miR-520a-3p with sequence AAAGUGCUUCCCUUUGGACUGU. The protein sequence of the target gene is MPHKIGFVVVSSSGHEDGFSARELMIHAPTVSGWRSPRFCQFPQEIVLQMVERCRIRKLQLLAHQYMISSKIEFYISESLPEYFAPYQAERFRRLGYVSLCDNEKTGCKARELKSVYVDAVGQFLKLIFHQNHVNKYNIYNQVALVAINIIGDPADFSDESNTASREKLIDHYLGHNSEDPALEGTYARKSDYISPLDDLAFDMYQDPEVAQIIRKLDERKREAVQKERYDYAKKLKQAIADLQKVGERLGRYEVEKRCAVEKEDYDLAKEKKQQMEQYRAEVYEQLELHSLLDAELMRR.... Result: 1 (interaction). (2) The miRNA is hsa-miR-6750-5p with sequence CAGGGAACAGCUGGGUGAGCUGCU. The protein sequence of the target gene is MGLGARGRRRRRRLMALPPPPPPMRALPLLLLLAGLGAAAPPCLDGSPCANGGRCTHQQPSLEAACLCLPGWVGERCQLEDPCHSGPCAGRGVCQSSVVAGTARFSCRCLRGFQGPDCSQPDPCVSRPCVHGAPCSVGPDGRFACACPPGYQGQSCQSDIDECRSGTTCRHGGTCLNTPGSFRCQCPLGYTGLLCENPVVPCAPSPCRNGGTCRQSSDVTYDCACLPGFEGQNCEVNVDDCPGHRCLNGGTCVDGVNTYNCQCPPEWTGQFCTEDVDECQLQPNACHNGGTCFNLLGGHS.... Result: 0 (no interaction). (3) The protein sequence of the target gene is MAEKRPLGPLGPMMYGKLPRLEPDPGPGHSLPLSASSQDSCNYKGAYFSCPIGGTSKAGSERLASWTPYPSLYPTGVAGSPLRGDNLLTNCLLYRPPTEGSEKIQDSSELLPFGPQAHAYPGPPLAAPKPVYRNPLCYGLSTCLGDGGTKRSLDGDWTLVTGPLLPSADPPCPLATAPGKGQPLDGTFLRGLPSGGPGKDSSLPFSPCQAFLEKYRTIQSTGFLASKYTSPYPGDAKQAMSEGPSSPWTQLAQPLGPPCQDAVAAHYPLPPPPQALPCPPSCHPEKQGSYGSLLPLPPLG.... Result: 0 (no interaction). The miRNA is mmu-miR-212-5p with sequence ACCUUGGCUCUAGACUGCUUACU. (4) The miRNA is hsa-miR-4436b-5p with sequence GUCCACUUCUGCCUGCCCUGCC. The protein sequence of the target gene is MEASALTSSAVTSVAKVVRVASGSAVVLPLARIATVVIGGVVAMAAVPMVLSAMGFTAAGIASSSIAAKMMSAAAIANGGGVASGSLVATLQSLGATGLSGLTKFILGSIGSAIAAVIARFY. Result: 0 (no interaction). (5) The miRNA is hsa-miR-16-1-3p with sequence CCAGUAUUAACUGUGCUGCUGA. The protein sequence of the target gene is MAGTVLGVGAGVFILALLWVAVLLLCVLLSRASGAARFSVIFLFFGAVIITSVLLLFPRAGEFPAPEVEVKIVDDFFIGRYVLLAFLSAIFLGGLFLVLIHYVLEPIYAKPLHSY. Result: 0 (no interaction).